From a dataset of Retrosynthesis with 50K atom-mapped reactions and 10 reaction types from USPTO. Predict the reactants needed to synthesize the given product. Given the product CN(C)CCCC(=O)N1CCc2cc(C(=O)NO)ccc2C1, predict the reactants needed to synthesize it. The reactants are: CN(C)CCCC(=O)N1CCc2cc(C(=O)NOC3CCCCO3)ccc2C1.